Dataset: Peptide-MHC class I binding affinity with 185,985 pairs from IEDB/IMGT. Task: Regression. Given a peptide amino acid sequence and an MHC pseudo amino acid sequence, predict their binding affinity value. This is MHC class I binding data. (1) The peptide sequence is DFESVTNSVY. The MHC is HLA-A33:01 with pseudo-sequence HLA-A33:01. The binding affinity (normalized) is 0.113. (2) The peptide sequence is LLVDLLWLL. The MHC is HLA-B51:01 with pseudo-sequence HLA-B51:01. The binding affinity (normalized) is 0.0799. (3) The peptide sequence is VIHNSTLQV. The MHC is HLA-B15:01 with pseudo-sequence HLA-B15:01. The binding affinity (normalized) is 0. (4) The MHC is HLA-A03:01 with pseudo-sequence HLA-A03:01. The binding affinity (normalized) is 0.909. The peptide sequence is SIYSRPKIK. (5) The peptide sequence is KSIEQHPVV. The MHC is HLA-B15:03 with pseudo-sequence HLA-B15:03. The binding affinity (normalized) is 0.595.